This data is from Reaction yield outcomes from USPTO patents with 853,638 reactions. The task is: Predict the reaction yield, written as a fraction of the theoretical maximum amount of product (1.0 means a 100% yield; for example, 0.34 means a 34% yield). (1) The reactants are [NH2:1][C:2]1[N:3]=[CH:4][C:5]([N:8]2[CH2:13][CH2:12][N:11]([C:14]([O:16][C:17]([CH3:20])([CH3:19])[CH3:18])=[O:15])[CH2:10][CH2:9]2)=[N:6][CH:7]=1.Br[C:22]1[C:23](=[O:30])[N:24]([CH3:29])[CH:25]=[C:26]([Br:28])[CH:27]=1.C1C=CC(P(C2C=CC3C(=CC=CC=3)C=2C2C3C(=CC=CC=3)C=CC=2P(C2C=CC=CC=2)C2C=CC=CC=2)C2C=CC=CC=2)=CC=1.C([O-])([O-])=O.[Cs+].[Cs+]. The catalyst is O1CCOCC1.C([O-])(=O)C.C([O-])(=O)C.[Pd+2]. The product is [Br:28][C:26]1[CH:27]=[C:22]([NH:1][C:2]2[N:3]=[CH:4][C:5]([N:8]3[CH2:9][CH2:10][N:11]([C:14]([O:16][C:17]([CH3:20])([CH3:19])[CH3:18])=[O:15])[CH2:12][CH2:13]3)=[N:6][CH:7]=2)[C:23](=[O:30])[N:24]([CH3:29])[CH:25]=1. The yield is 0.540. (2) The reactants are [C:1]1([S:7]([N:10]2[C:14]3=[N:15][CH:16]=[C:17]([Cl:19])[CH:18]=[C:13]3[C:12](I)=[CH:11]2)(=[O:9])=[O:8])[CH:6]=[CH:5][CH:4]=[CH:3][CH:2]=1.C([Mg]Cl)(C)C.[CH3:26][S:27][C:28]1[N:33]=[CH:32][C:31]([CH:34]=[O:35])=[CH:30][N:29]=1.[Cl-].[NH4+]. The catalyst is O1CCCC1. The product is [C:1]1([S:7]([N:10]2[C:14]3=[N:15][CH:16]=[C:17]([Cl:19])[CH:18]=[C:13]3[C:12]([CH:34]([C:31]3[CH:30]=[N:29][C:28]([S:27][CH3:26])=[N:33][CH:32]=3)[OH:35])=[CH:11]2)(=[O:9])=[O:8])[CH:6]=[CH:5][CH:4]=[CH:3][CH:2]=1. The yield is 0.796. (3) The reactants are [O:1]=[C:2]1[C:10]2[C:5](=[CH:6][CH:7]=[CH:8][CH:9]=2)[C:4](=[O:11])[N:3]1[CH2:12][CH:13]1[CH2:18][CH2:17][CH2:16][CH:15]([NH:19]C(=O)OC(C)(C)C)[CH2:14]1.C(O)(C(F)(F)F)=O. The catalyst is C(Cl)Cl. The product is [NH2:19][CH:15]1[CH2:16][CH2:17][CH2:18][CH:13]([CH2:12][N:3]2[C:2](=[O:1])[C:10]3[C:5](=[CH:6][CH:7]=[CH:8][CH:9]=3)[C:4]2=[O:11])[CH2:14]1. The yield is 1.00. (4) The reactants are [Br:1][CH2:2][CH2:3][CH2:4][CH2:5][CH2:6][CH2:7][CH2:8][C:9]([OH:11])=O.S(Cl)([Cl:14])=O.CN(C=O)C. The catalyst is C(Cl)Cl. The product is [Br:1][CH2:2][CH2:3][CH2:4][CH2:5][CH2:6][CH2:7][CH2:8][C:9]([Cl:14])=[O:11]. The yield is 0.950. (5) The reactants are [H-].[H-].[H-].[H-].[Li+].[Al+3].[CH:7]1([NH:12][C:13]2[C:18]([C:19]#[N:20])=[CH:17][N:16]=[C:15]([S:21][CH3:22])[N:14]=2)[CH2:11][CH2:10][CH2:9][CH2:8]1.S([O-])([O-])(=O)=O.[NH4+].[NH4+]. The catalyst is O1CCCC1. The product is [NH2:20][CH2:19][C:18]1[C:13]([NH:12][CH:7]2[CH2:11][CH2:10][CH2:9][CH2:8]2)=[N:14][C:15]([S:21][CH3:22])=[N:16][CH:17]=1. The yield is 0.790. (6) The reactants are [CH3:1][C:2]1[CH:11]=[CH:10][C:9]2[C:4](=[CH:5][CH:6]=[CH:7][CH:8]=2)[N:3]=1.[Li+].CC([N-]C(C)C)C.Br[CH2:21][C:22]#[C:23][Si:24]([CH3:27])([CH3:26])[CH3:25]. The catalyst is C1COCC1. The product is [CH3:25][Si:24]([CH3:27])([CH3:26])[C:23]#[C:22][CH2:21][CH2:1][C:2]1[CH:11]=[CH:10][C:9]2[C:4](=[CH:5][CH:6]=[CH:7][CH:8]=2)[N:3]=1. The yield is 0.640. (7) The reactants are [C:1]([NH:5][C:6](=[O:8])[OH:7])([CH3:4])([CH3:3])[CH3:2].[CH:9]1([S:12]([NH2:15])(=[O:14])=[O:13])[CH2:11][CH2:10]1.[Li]CCCC.C1C(=O)N([Cl:28])C(=O)C1. The catalyst is C1COCC1. The product is [Cl:28][C:9]1([S:12]([NH2:15])(=[O:14])=[O:13])[CH2:11][CH2:10]1.[C:1]([NH:5][C:6](=[O:7])[O-:8])([CH3:4])([CH3:3])[CH3:2]. The yield is 0.670.